From a dataset of NCI-60 drug combinations with 297,098 pairs across 59 cell lines. Regression. Given two drug SMILES strings and cell line genomic features, predict the synergy score measuring deviation from expected non-interaction effect. Drug 1: CCCCCOC(=O)NC1=NC(=O)N(C=C1F)C2C(C(C(O2)C)O)O. Drug 2: C(CC(=O)O)C(=O)CN.Cl. Cell line: OVCAR3. Synergy scores: CSS=4.94, Synergy_ZIP=0.558, Synergy_Bliss=2.07, Synergy_Loewe=-3.51, Synergy_HSA=-3.17.